Dataset: Catalyst prediction with 721,799 reactions and 888 catalyst types from USPTO. Task: Predict which catalyst facilitates the given reaction. (1) Product: [CH:1]([O:4][C:5](=[O:25])[NH:6][C:7]1[CH:8]=[CH:9][C:10]([C:13]2[N:14]([CH2:33][CH:34]3[CH2:36][CH2:35]3)[C:15]3[C:20]([C:21]=2[Cl:22])=[CH:19][CH:18]=[C:17]([O:23][CH3:24])[CH:16]=3)=[CH:11][CH:12]=1)([CH3:3])[CH3:2]. The catalyst class is: 6. Reactant: [CH:1]([O:4][C:5](=[O:25])[NH:6][C:7]1[CH:12]=[CH:11][C:10]([C:13]2[NH:14][C:15]3[C:20]([C:21]=2[Cl:22])=[CH:19][CH:18]=[C:17]([O:23][CH3:24])[CH:16]=3)=[CH:9][CH:8]=1)([CH3:3])[CH3:2].C([O-])([O-])=O.[Cs+].[Cs+].Br[CH2:33][CH:34]1[CH2:36][CH2:35]1.CN(C=O)C. (2) Reactant: C[O:2][C:3](=[O:33])[CH2:4][O:5][C:6]1[CH:7]=[C:8]2[C:12](=[CH:13][CH:14]=1)[N:11]([S:15]([C:18]1[S:19][C:20]([C:23]3[CH:27]=[C:26]([C:28]([F:31])([F:30])[F:29])[N:25]([CH3:32])[N:24]=3)=[CH:21][CH:22]=1)(=[O:17])=[O:16])[CH:10]=[CH:9]2.[OH-].[K+].Cl. Product: [CH3:32][N:25]1[C:26]([C:28]([F:29])([F:30])[F:31])=[CH:27][C:23]([C:20]2[S:19][C:18]([S:15]([N:11]3[C:12]4[C:8](=[CH:7][C:6]([O:5][CH2:4][C:3]([OH:33])=[O:2])=[CH:14][CH:13]=4)[CH:9]=[CH:10]3)(=[O:17])=[O:16])=[CH:22][CH:21]=2)=[N:24]1. The catalyst class is: 20. (3) Reactant: [Cl:1][C:2]1[CH:41]=[CH:40][C:5]([CH2:6][NH:7][C:8]([C:10]2[C:11](=[O:39])[C:12]3[CH:26]=[C:25]([CH2:27][N:28]([CH2:30][C@@H:31]([OH:38])[C:32]4[CH:37]=[CH:36][CH:35]=[CH:34][CH:33]=4)[CH3:29])[S:24][C:13]=3[N:14]([CH2:16][CH:17]3[CH2:21][O:20]C(C)(C)[O:18]3)[CH:15]=2)=[O:9])=[CH:4][CH:3]=1.Cl(O)(=O)(=O)=O.C([O-])(O)=O.[Na+]. Product: [Cl:1][C:2]1[CH:41]=[CH:40][C:5]([CH2:6][NH:7][C:8]([C:10]2[C:11](=[O:39])[C:12]3[CH:26]=[C:25]([CH2:27][N:28]([CH2:30][C@@H:31]([OH:38])[C:32]4[CH:37]=[CH:36][CH:35]=[CH:34][CH:33]=4)[CH3:29])[S:24][C:13]=3[N:14]([CH2:16][CH:17]([OH:18])[CH2:21][OH:20])[CH:15]=2)=[O:9])=[CH:4][CH:3]=1. The catalyst class is: 1. (4) Reactant: [CH3:1][N:2]([CH3:8])[C:3]([N:5]([CH3:7])[CH3:6])=O.[Cl-:9]. Product: [Cl-:9].[Cl:9][C:3]([N:5]([CH3:7])[CH3:6])=[N+:2]([CH3:8])[CH3:1]. The catalyst class is: 28. (5) Reactant: [CH3:1][C:2]([NH:5][S:6]([C:9]1[CH:14]=[CH:13][C:12]([NH:15]C(=O)C)=[CH:11][CH:10]=1)(=[O:8])=[O:7])([CH3:4])[CH3:3].Cl. Product: [CH3:4][C:2]([NH:5][S:6]([C:9]1[CH:10]=[CH:11][C:12]([NH2:15])=[CH:13][CH:14]=1)(=[O:8])=[O:7])([CH3:1])[CH3:3]. The catalyst class is: 74. (6) Reactant: [NH2:1][C:2]1[C:15]2[C:16]3=[C:17]4[C:12](=[CH:13][CH:14]=2)[CH:11]=[CH:10][CH:9]=[C:8]4[CH:7]=[CH:6][C:5]3=[CH:4][CH:3]=1.C(=O)([O-])[O-].[K+].[K+].Br[CH2:25][CH2:26][CH2:27][CH2:28][CH2:29][C:30]([O:32][CH2:33][CH3:34])=[O:31]. Product: [CH2:33]([O:32][C:30]([CH2:29][CH2:28][CH2:27][CH2:26][CH2:25][NH:1][C:2]1[C:15]2[C:16]3=[C:17]4[C:12](=[CH:13][CH:14]=2)[CH:11]=[CH:10][CH:9]=[C:8]4[CH:7]=[CH:6][C:5]3=[CH:4][CH:3]=1)=[O:31])[CH3:34]. The catalyst class is: 10.